From a dataset of Catalyst prediction with 721,799 reactions and 888 catalyst types from USPTO. Predict which catalyst facilitates the given reaction. (1) Reactant: C(N=C=NCCCN(C)C)C.[O:12]=[C:13]1[C:18]([C:25]2[CH:30]=[CH:29][CH:28]=[CH:27][CH:26]=2)([C:19]2[CH:24]=[CH:23][CH:22]=[CH:21][CH:20]=2)[CH2:17][CH2:16][CH2:15][N:14]1[CH2:31][C:32](O)=[O:33].[NH:35]1[CH2:40][CH2:39][CH:38]([N:41]2[C:45]3[CH:46]=[CH:47][C:48]([C:50]([F:53])([F:52])[F:51])=[CH:49][C:44]=3[N:43]=[N:42]2)[CH2:37][CH2:36]1. Product: [O:33]=[C:32]([N:35]1[CH2:40][CH2:39][CH:38]([N:41]2[C:45]3[CH:46]=[CH:47][C:48]([C:50]([F:53])([F:51])[F:52])=[CH:49][C:44]=3[N:43]=[N:42]2)[CH2:37][CH2:36]1)[CH2:31][N:14]1[CH2:15][CH2:16][CH2:17][C:18]([C:25]2[CH:26]=[CH:27][CH:28]=[CH:29][CH:30]=2)([C:19]2[CH:24]=[CH:23][CH:22]=[CH:21][CH:20]=2)[C:13]1=[O:12]. The catalyst class is: 143. (2) Reactant: C(O)(C(F)(F)F)=O.[N:8]([CH2:11][C@H:12]1[O:16][C:15](=[O:17])[N:14]([C:18]2[CH:23]=[CH:22][C:21]([C:24]([O:26]C(C)(C)C)=[O:25])=[C:20]([F:31])[CH:19]=2)[CH2:13]1)=[N+:9]=[N-:10]. The catalyst class is: 2. Product: [N:8]([CH2:11][C@H:12]1[O:16][C:15](=[O:17])[N:14]([C:18]2[CH:23]=[CH:22][C:21]([C:24]([OH:26])=[O:25])=[C:20]([F:31])[CH:19]=2)[CH2:13]1)=[N+:9]=[N-:10]. (3) Reactant: [Cl:1][C:2]1[CH:20]=[C:19]([Cl:21])[CH:18]=[CH:17][C:3]=1[CH2:4][N:5]([CH3:16])[CH2:6][CH:7]([C:9]1[CH:14]=[CH:13][C:12]([Br:15])=[CH:11][CH:10]=1)O.OS(O)(=O)=O. Product: [Br:15][C:12]1[CH:13]=[CH:14][C:9]([CH:7]2[C:17]3[C:3](=[C:2]([Cl:1])[CH:20]=[C:19]([Cl:21])[CH:18]=3)[CH2:4][N:5]([CH3:16])[CH2:6]2)=[CH:10][CH:11]=1. The catalyst class is: 4. (4) Reactant: [NH2:1][CH2:2][CH2:3][NH:4][C:5](=[O:11])[O:6][C:7]([CH3:10])([CH3:9])[CH3:8].C(N(CC)CC)C.[N:19]1([C:25](Cl)=[O:26])[CH2:24][CH2:23][O:22][CH2:21][CH2:20]1. Product: [N:19]1([C:25]([NH:1][CH2:2][CH2:3][NH:4][C:5](=[O:11])[O:6][C:7]([CH3:8])([CH3:10])[CH3:9])=[O:26])[CH2:24][CH2:23][O:22][CH2:21][CH2:20]1. The catalyst class is: 2. (5) Reactant: [CH3:1][O:2][C:3]1[CH:8]=[CH:7][C:6]([C:9]2[N:10]=[C:11]([C:19]3[CH:24]=[CH:23][N:22]=[CH:21][CH:20]=3)[NH:12][C:13]=2[C:14]([O:16]CC)=[O:15])=[CH:5][CH:4]=1.N1C=CC(C=O)=CC=1.[OH-].[K+].Cl. Product: [CH3:1][O:2][C:3]1[CH:4]=[CH:5][C:6]([C:9]2[N:10]=[C:11]([C:19]3[CH:20]=[CH:21][N:22]=[CH:23][CH:24]=3)[NH:12][C:13]=2[C:14]([OH:16])=[O:15])=[CH:7][CH:8]=1. The catalyst class is: 5. (6) Reactant: [NH:1]1[CH:5]=[CH:4][N:3]=[CH:2]1.C(N(CC)CC)C.[CH3:13][N:14]([CH3:19])[S:15](Cl)(=[O:17])=[O:16]. Product: [CH3:13][N:14]([CH3:19])[S:15]([N:1]1[CH:5]=[CH:4][N:3]=[CH:2]1)(=[O:17])=[O:16]. The catalyst class is: 11. (7) Reactant: [CH:1]([O:4][C:5]1[C:13]([CH3:14])=[CH:12][CH:11]=[CH:10][C:6]=1[C:7]([OH:9])=O)([CH3:3])[CH3:2].[CH2:15]([O:17][C:18]([C:20]1([NH2:31])[CH2:28][C:27]2[C:22](=[CH:23][CH:24]=[C:25]([O:29][CH3:30])[CH:26]=2)[CH2:21]1)=[O:19])[CH3:16].CN(C(ON1N=NC2C=CC=NC1=2)=[N+](C)C)C.F[P-](F)(F)(F)(F)F.CCN(C(C)C)C(C)C. Product: [CH2:15]([O:17][C:18]([C:20]1([NH:31][C:7](=[O:9])[C:6]2[CH:10]=[CH:11][CH:12]=[C:13]([CH3:14])[C:5]=2[O:4][CH:1]([CH3:2])[CH3:3])[CH2:28][C:27]2[C:22](=[CH:23][CH:24]=[C:25]([O:29][CH3:30])[CH:26]=2)[CH2:21]1)=[O:19])[CH3:16]. The catalyst class is: 3. (8) Reactant: [CH3:1][C:2]1[CH:3]=[CH:4][CH:5]=[C:6]2[C:11]=1[N:10]=[C:9]([C:12]1[CH:17]=[CH:16][CH:15]=[CH:14][C:13]=1[CH3:18])[C:8]([CH:19]=[O:20])=[CH:7]2.[CH3:21][Mg]Cl. Product: [CH3:1][C:2]1[CH:3]=[CH:4][CH:5]=[C:6]2[C:11]=1[N:10]=[C:9]([C:12]1[CH:17]=[CH:16][CH:15]=[CH:14][C:13]=1[CH3:18])[C:8]([CH:19]([OH:20])[CH3:21])=[CH:7]2. The catalyst class is: 1.